Dataset: Reaction yield outcomes from USPTO patents with 853,638 reactions. Task: Predict the reaction yield, written as a fraction of the theoretical maximum amount of product (1.0 means a 100% yield; for example, 0.34 means a 34% yield). (1) The reactants are [CH3:1][N:2]([CH3:30])[C:3]1([C:24]2[CH:29]=[CH:28][CH:27]=[CH:26][N:25]=2)[CH2:8][CH2:7][C:6](=[CH:9][C:10]([NH:12][CH2:13][CH2:14][C:15]2[C:23]3[C:18](=[CH:19][CH:20]=[CH:21][CH:22]=3)[NH:17][CH:16]=2)=[O:11])[CH2:5][CH2:4]1.[Cl:31][Si](C)(C)C. The catalyst is CC(CC)=O. The product is [ClH:31].[CH3:30][N:2]([CH3:1])[C:3]1([C:24]2[CH:29]=[CH:28][CH:27]=[CH:26][N:25]=2)[CH2:4][CH2:5][C:6](=[CH:9][C:10]([NH:12][CH2:13][CH2:14][C:15]2[C:23]3[C:18](=[CH:19][CH:20]=[CH:21][CH:22]=3)[NH:17][CH:16]=2)=[O:11])[CH2:7][CH2:8]1. The yield is 0.890. (2) The reactants are [C:1]([N:8]1[CH2:13][CH2:12][NH:11][CH2:10][CH2:9]1)([O:3][C:4]([CH3:7])([CH3:6])[CH3:5])=[O:2].C(N(C(C)C)CC)(C)C.[F:23][C:24]([F:35])([F:34])[C:25]1[CH:33]=[CH:32][CH:31]=[CH:30][C:26]=1[C:27](Cl)=[O:28]. The catalyst is ClCCl. The product is [C:4]([O:3][C:1]([N:8]1[CH2:9][CH2:10][N:11]([C:27](=[O:28])[C:26]2[CH:30]=[CH:31][CH:32]=[CH:33][C:25]=2[C:24]([F:23])([F:34])[F:35])[CH2:12][CH2:13]1)=[O:2])([CH3:7])([CH3:6])[CH3:5]. The yield is 0.950. (3) The reactants are [F:1][C:2]([F:12])([F:11])[C:3]1[CH:10]=[CH:9][C:6]([CH2:7]Br)=[CH:5][CH:4]=1.[N-:13]=[N+:14]=[N-:15].[Na+]. The catalyst is CN(C)C=O.O. The product is [N:13]([CH2:7][C:6]1[CH:9]=[CH:10][C:3]([C:2]([F:12])([F:11])[F:1])=[CH:4][CH:5]=1)=[N+:14]=[N-:15]. The yield is 0.990. (4) The reactants are C([O:8][C:9]1[C:14]([C:15]([O:17]CC2C=CC=CC=2)=[O:16])=[C:13]([O:25]CC2C=CC=CC=2)[N:12]=[C:11]([C:33]2[CH:41]=[C:40]3[C:36]([C:37]4[CH2:45][CH2:44][N:43](C(OC(C)(C)C)=O)[CH2:42][C:38]=4[NH:39]3)=[CH:35][CH:34]=2)[C:10]=1[CH2:53][CH3:54])C1C=CC=CC=1. The catalyst is C(O)(C(F)(F)F)=O.[SiH](C(C)C)(C(C)C)C(C)C. The product is [CH2:53]([C:10]1[C:9]([OH:8])=[C:14]([C:15]([OH:17])=[O:16])[C:13](=[O:25])[NH:12][C:11]=1[C:33]1[CH:41]=[C:40]2[C:36]([C:37]3[CH2:45][CH2:44][NH:43][CH2:42][C:38]=3[NH:39]2)=[CH:35][CH:34]=1)[CH3:54]. The yield is 0.780. (5) The reactants are [CH2:1]([O:3][C:4]([C:6]1[S:10][C:9]([NH2:11])=[N:8][C:7]=1[CH3:12])=[O:5])[CH3:2].[C:13]([O:17][C:18]([O:20]C(OC(C)(C)C)=O)=[O:19])([CH3:16])([CH3:15])[CH3:14]. The catalyst is CN(C)C1C=CN=CC=1.O1CCCC1. The product is [CH2:1]([O:3][C:4]([C:6]1[S:10][C:9]([NH:11][O:20][C:18]([O:17][C:13]([CH3:16])([CH3:15])[CH3:14])=[O:19])=[N:8][C:7]=1[CH3:12])=[O:5])[CH3:2]. The yield is 0.720.